This data is from Reaction yield outcomes from USPTO patents with 853,638 reactions. The task is: Predict the reaction yield, written as a fraction of the theoretical maximum amount of product (1.0 means a 100% yield; for example, 0.34 means a 34% yield). The reactants are [C:1]([C:4]1[N:9]=[C:8]([C:10]2[CH:15]=[CH:14][C:13]([O:16][C:17]3[CH:22]=[CH:21][C:20]([F:23])=[CH:19][CH:18]=3)=[CH:12][CH:11]=2)[N:7]=[C:6]([N:24]2[CH2:28][CH2:27][CH2:26][C@H:25]2[C:29]([O:31]C)=[O:30])[CH:5]=1)(=[O:3])[NH2:2].[OH:33][Li].O. The catalyst is C1COCC1.O. The product is [C:29]([C@@H:25]1[CH2:26][CH2:27][CH2:28][N:24]1[C:6]1[N:7]=[C:8]([C:10]2[CH:11]=[CH:12][C:13]([O:16][C:17]3[CH:22]=[CH:21][C:20]([F:23])=[CH:19][CH:18]=3)=[CH:14][CH:15]=2)[N:9]=[C:4]([C:1]([OH:33])=[O:3])[CH:5]=1)([OH:31])=[O:30].[C:1]([C:4]1[N:9]=[C:8]([C:10]2[CH:11]=[CH:12][C:13]([O:16][C:17]3[CH:18]=[CH:19][C:20]([F:23])=[CH:21][CH:22]=3)=[CH:14][CH:15]=2)[N:7]=[C:6]([N:24]2[CH2:28][CH2:27][CH2:26][C@H:25]2[C:29]([OH:31])=[O:30])[CH:5]=1)(=[O:3])[NH2:2]. The yield is 0.400.